Dataset: Catalyst prediction with 721,799 reactions and 888 catalyst types from USPTO. Task: Predict which catalyst facilitates the given reaction. (1) Reactant: Br[C:2]1[C:11]([CH3:12])=[C:10]2[C:5]([CH:6]=[C:7]([Cl:13])[N:8]=[CH:9]2)=[CH:4][CH:3]=1.[C:14]([Cu])#[N:15].CN(C=O)C. Product: [Cl:13][C:7]1[N:8]=[CH:9][C:10]2[C:5]([CH:6]=1)=[CH:4][CH:3]=[C:2]([C:14]#[N:15])[C:11]=2[CH3:12]. The catalyst class is: 2. (2) The catalyst class is: 45. Product: [Cl:1][C:2]1[N:7]=[CH:6][C:5]([C:14]2[CH:15]=[CH:16][C:11]([CH:9]=[O:10])=[CH:12][CH:13]=2)=[CH:4][N:3]=1. Reactant: [Cl:1][C:2]1[N:7]=[CH:6][C:5](Cl)=[CH:4][N:3]=1.[CH:9]([C:11]1[CH:16]=[CH:15][C:14](B(O)O)=[CH:13][CH:12]=1)=[O:10]. (3) Product: [ClH:41].[NH2:7][C:8]([CH2:16][CH2:17][C:18]1[CH:23]=[CH:22][C:21]([O:24][CH2:25][CH2:26][CH2:27][C:28]2[CH:29]=[CH:30][C:31]([S:34][CH3:35])=[CH:32][CH:33]=2)=[C:20]([C:36]([F:39])([F:37])[F:38])[CH:19]=1)([CH2:13][OH:12])[CH2:9][OH:10]. The catalyst class is: 8. Reactant: C(OC(=O)[NH:7][C:8]1([CH2:16][CH2:17][C:18]2[CH:23]=[CH:22][C:21]([O:24][CH2:25][CH2:26][CH2:27][C:28]3[CH:33]=[CH:32][C:31]([S:34][CH3:35])=[CH:30][CH:29]=3)=[C:20]([C:36]([F:39])([F:38])[F:37])[CH:19]=2)[CH2:13][O:12]C(C)(C)[O:10][CH2:9]1)(C)(C)C.[ClH:41]. (4) Reactant: [CH2:1]=[CH:2][C:3]1[CH:8]=[CH:7][CH:6]=[CH:5][CH:4]=1.[Cl:9][CH2:10][CH:11]=[CH:12][C:13]1[CH:18]=[CH:17][CH:16]=[CH:15][CH:14]=1.SCCO.N(C(C)(CC(C)C)C#N)=NC(C)(CC(C)C)C#N. Product: [CH2:1]=[CH:2][C:3]1[CH:8]=[CH:7][CH:6]=[CH:5][CH:4]=1.[Cl:9][CH2:10][CH:11]=[CH:12][C:13]1[CH:18]=[CH:17][CH:16]=[CH:15][CH:14]=1. The catalyst class is: 357. (5) Reactant: [F:1][C:2]1[CH:3]=[C:4]([N:21]2[CH2:25][C@H:24]([CH2:26][N:27]3[CH:31]=[CH:30][N:29]=[N:28]3)[O:23][C:22]2=[O:32])[CH:5]=[CH:6][C:7]=1[C:8]1[CH:9]=[N:10][C:11]([C:14]2[CH2:18][C@@H:17]([CH2:19][OH:20])[O:16][N:15]=2)=[CH:12][CH:13]=1.[CH3:33]I.[H-].[Na+]. Product: [F:1][C:2]1[CH:3]=[C:4]([N:21]2[CH2:25][C@H:24]([CH2:26][N:27]3[CH:31]=[CH:30][N:29]=[N:28]3)[O:23][C:22]2=[O:32])[CH:5]=[CH:6][C:7]=1[C:8]1[CH:9]=[N:10][C:11]([C:14]2[CH2:18][C@@H:17]([CH2:19][O:20][CH3:33])[O:16][N:15]=2)=[CH:12][CH:13]=1. The catalyst class is: 18. (6) Reactant: CC(S([NH:7][CH:8]1[C:12]2[CH:13]=[C:14]([C:17]([F:20])([F:19])[F:18])[CH:15]=[CH:16][C:11]=2[O:10][CH2:9]1)=O)(C)C.CC([O-])(C)C.[K+].OC1C=CC(C(F)(F)F)=CC=1/C=N/S(C(C)(C)C)=O.[I-].C[S+](C)(C)=O. Product: [F:20][C:17]([F:18])([F:19])[C:14]1[CH:15]=[CH:16][C:11]2[O:10][CH2:9][CH:8]([NH2:7])[C:12]=2[CH:13]=1. The catalyst class is: 58.